This data is from Catalyst prediction with 721,799 reactions and 888 catalyst types from USPTO. The task is: Predict which catalyst facilitates the given reaction. (1) Reactant: [Cl:1][C:2]1[CH:3]=[C:4]2[C:22](=[CH:23][CH:24]=1)[C:8]1([CH2:13][CH2:12][N:11]([C:14]([C:16]3[CH:21]=[CH:20][CH:19]=[CH:18][CH:17]=3)=[O:15])[CH2:10][CH2:9]1)[C:7](=[O:25])[C:6]([C:26]([NH:28][CH2:29][C:30]([O:32]C)=[O:31])=[O:27])=[C:5]2[OH:34].O.[OH-].[Li+]. Product: [Cl:1][C:2]1[CH:3]=[C:4]2[C:22](=[CH:23][CH:24]=1)[C:8]1([CH2:13][CH2:12][N:11]([C:14]([C:16]3[CH:21]=[CH:20][CH:19]=[CH:18][CH:17]=3)=[O:15])[CH2:10][CH2:9]1)[C:7](=[O:25])[C:6]([C:26]([NH:28][CH2:29][C:30]([OH:32])=[O:31])=[O:27])=[C:5]2[OH:34]. The catalyst class is: 20. (2) Reactant: [Cl:1][C:2]1[C:10]([CH2:11][CH2:12][C:13]2[CH:14]=[N:15][C:16]([NH:19][C:20]3[CH:21]=[N:22][N:23]([CH3:25])[CH:24]=3)=[N:17][CH:18]=2)=[CH:9][C:5]([C:6]([OH:8])=O)=[CH:4][C:3]=1[O:26][CH3:27].Cl.[O:29]([NH2:31])[CH3:30].CCN(C(C)C)C(C)C.CN(C(ON1N=NC2C=CC=NC1=2)=[N+](C)C)C.F[P-](F)(F)(F)(F)F. Product: [Cl:1][C:2]1[C:10]([CH2:11][CH2:12][C:13]2[CH:18]=[N:17][C:16]([NH:19][C:20]3[CH:21]=[N:22][N:23]([CH3:25])[CH:24]=3)=[N:15][CH:14]=2)=[CH:9][C:5]([C:6]([NH:31][O:29][CH3:30])=[O:8])=[CH:4][C:3]=1[O:26][CH3:27]. The catalyst class is: 3.